Dataset: Reaction yield outcomes from USPTO patents with 853,638 reactions. Task: Predict the reaction yield, written as a fraction of the theoretical maximum amount of product (1.0 means a 100% yield; for example, 0.34 means a 34% yield). (1) The reactants are [Br:1][C:2]1[CH:7]=[CH:6][C:5]([C@@H:8](Cl)[CH2:9][N:10]2[CH2:15][CH2:14][O:13][CH2:12][CH2:11]2)=[CH:4][CH:3]=1.[CH3:17][NH2:18]. The catalyst is CCO. The product is [Br:1][C:2]1[CH:7]=[CH:6][C:5]([C@@H:8]([NH:18][CH3:17])[CH2:9][N:10]2[CH2:15][CH2:14][O:13][CH2:12][CH2:11]2)=[CH:4][CH:3]=1. The yield is 0.930. (2) The reactants are [C:1]([C:3]1[CH:8]=[CH:7][C:6]([N:9]2[C:13](=N)[C:12]([CH3:16])([CH3:15])[N:11]([C:17]3[CH:22]=[CH:21][C:20]([C:23]4[CH:28]=[CH:27][C:26]([NH:29]C(=O)OC(C)(C)C)=[CH:25][CH:24]=4)=[CH:19][CH:18]=3)[C:10]2=[S:37])=[CH:5][C:4]=1[C:38]([F:41])([F:40])[F:39])#[N:2].Cl.C[OH:44]. No catalyst specified. The product is [NH2:29][C:26]1[CH:25]=[CH:24][C:23]([C:20]2[CH:19]=[CH:18][C:17]([N:11]3[C:12]([CH3:16])([CH3:15])[C:13](=[O:44])[N:9]([C:6]4[CH:7]=[CH:8][C:3]([C:1]#[N:2])=[C:4]([C:38]([F:41])([F:39])[F:40])[CH:5]=4)[C:10]3=[S:37])=[CH:22][CH:21]=2)=[CH:28][CH:27]=1. The yield is 0.450.